This data is from Peptide-MHC class I binding affinity with 185,985 pairs from IEDB/IMGT. The task is: Regression. Given a peptide amino acid sequence and an MHC pseudo amino acid sequence, predict their binding affinity value. This is MHC class I binding data. (1) The peptide sequence is VMAASGAPF. The MHC is HLA-B15:17 with pseudo-sequence HLA-B15:17. The binding affinity (normalized) is 0.504. (2) The peptide sequence is HVVWAANEL. The MHC is Mamu-B1001 with pseudo-sequence Mamu-B1001. The binding affinity (normalized) is 0.598.